From a dataset of Catalyst prediction with 721,799 reactions and 888 catalyst types from USPTO. Predict which catalyst facilitates the given reaction. (1) Reactant: Br[C:2]1[CH:3]=[CH:4][C:5]2[C:6]3[S:15][C:14]([CH2:16][CH2:17][CH3:18])=[N:13][C:7]=3[C:8]([NH2:12])=[N:9][C:10]=2[CH:11]=1.[CH:19]1([NH:22][C:23]([C:25]2[CH:26]=[C:27](B(O)O)[CH:28]=[CH:29][CH:30]=2)=[O:24])[CH2:21][CH2:20]1. Product: [NH2:12][C:8]1[C:7]2[N:13]=[C:14]([CH2:16][CH2:17][CH3:18])[S:15][C:6]=2[C:5]2[CH:4]=[CH:3][C:2]([C:29]3[CH:30]=[C:25]([CH:26]=[CH:27][CH:28]=3)[C:23]([NH:22][CH:19]3[CH2:20][CH2:21]3)=[O:24])=[CH:11][C:10]=2[N:9]=1. The catalyst class is: 27. (2) Reactant: [C:1]([C:4]1[C:13]2[C:8](=[CH:9][C:10]([OH:14])=[CH:11][CH:12]=2)[CH:7]=[C:6]([NH:15][C:16]2[CH:20]=[C:19]([CH3:21])[NH:18][N:17]=2)[N:5]=1)([CH3:3])=[CH2:2]. Product: [CH:1]([C:4]1[C:13]2[C:8](=[CH:9][C:10]([OH:14])=[CH:11][CH:12]=2)[CH:7]=[C:6]([NH:15][C:16]2[CH:20]=[C:19]([CH3:21])[NH:18][N:17]=2)[N:5]=1)([CH3:3])[CH3:2]. The catalyst class is: 45. (3) Reactant: Cl[C:2]1[CH:7]=[C:6]([C:8]#[N:9])[CH:5]=[CH:4][N:3]=1.[CH:10]1([N:15]2[CH2:20][CH2:19][NH:18][CH2:17][CH2:16]2)[CH2:14][CH2:13][CH2:12][CH2:11]1. Product: [CH:10]1([N:15]2[CH2:16][CH2:17][N:18]([C:2]3[CH:7]=[C:6]([CH:5]=[CH:4][N:3]=3)[C:8]#[N:9])[CH2:19][CH2:20]2)[CH2:11][CH2:12][CH2:13][CH2:14]1. The catalyst class is: 3. (4) Reactant: [NH2:1][C:2]1[C:3]([C:27](=[O:42])[NH:28][CH2:29][C:30]2[CH:35]=[C:34]([Cl:36])[CH:33]=[CH:32][C:31]=2[S:37]([CH2:40][CH3:41])(=[O:39])=[O:38])=[CH:4][C:5]([O:22][C:23]([F:26])([F:25])[F:24])=[C:6]([CH2:8][N:9]2[CH2:13][CH2:12][C@@H:11]([NH:14][C:15](=[O:21])[O:16][C:17]([CH3:20])([CH3:19])[CH3:18])[CH2:10]2)[CH:7]=1.[CH3:43]C1C=CC(S(O)(=O)=O)=CC=1.O.C1(C)C=CC=CC=1.C(OC)(OC)OC. Product: [Cl:36][C:34]1[CH:33]=[CH:32][C:31]([S:37]([CH2:40][CH3:41])(=[O:39])=[O:38])=[C:30]([CH2:29][N:28]2[C:27](=[O:42])[C:3]3[C:2](=[CH:7][C:6]([CH2:8][N:9]4[CH2:13][CH2:12][C@@H:11]([NH:14][C:15](=[O:21])[O:16][C:17]([CH3:19])([CH3:18])[CH3:20])[CH2:10]4)=[C:5]([O:22][C:23]([F:25])([F:26])[F:24])[CH:4]=3)[N:1]=[CH:43]2)[CH:35]=1. The catalyst class is: 106. (5) Reactant: [C:1]([NH:4][C:5]1[S:6][CH:7]=[C:8]([CH2:10][CH2:11][C:12]2[CH:20]=[CH:19][C:15]([C:16]([OH:18])=O)=[C:14]([F:21])[C:13]=2[F:22])[N:9]=1)(=[O:3])[CH3:2].C([N:25]1[CH:29]=[CH:28][N:27]=[CH:26]1)([N:25]1[CH:29]=[CH:28][N:27]=[CH:26]1)=O. Product: [F:22][C:13]1[C:14]([F:21])=[C:15]([C:16]([N:25]2[CH:29]=[CH:28][N:27]=[CH:26]2)=[O:18])[CH:19]=[CH:20][C:12]=1[CH2:11][CH2:10][C:8]1[N:9]=[C:5]([NH:4][C:1](=[O:3])[CH3:2])[S:6][CH:7]=1. The catalyst class is: 7. (6) Reactant: [Br:1][C:2]1[CH:3]=[C:4]2[C:9](=[CH:10][CH:11]=1)[O:8][CH:7]([C:12]1[CH:17]=[CH:16][CH:15]=[CH:14][CH:13]=1)[CH2:6][C:5]2([CH2:25][C:26]([O:28][CH3:29])=[O:27])[NH:18]S(C(C)(C)C)=O.[ClH:30]. Product: [ClH:30].[NH2:18][C:5]1([CH2:25][C:26]([O:28][CH3:29])=[O:27])[C:4]2[C:9](=[CH:10][CH:11]=[C:2]([Br:1])[CH:3]=2)[O:8][CH:7]([C:12]2[CH:17]=[CH:16][CH:15]=[CH:14][CH:13]=2)[CH2:6]1. The catalyst class is: 71.